This data is from Reaction yield outcomes from USPTO patents with 853,638 reactions. The task is: Predict the reaction yield, written as a fraction of the theoretical maximum amount of product (1.0 means a 100% yield; for example, 0.34 means a 34% yield). (1) The reactants are C[O:2][C:3](=[O:20])[CH:4](Br)[C:5]1[CH:10]=[C:9]([C:11]([F:14])([F:13])[F:12])[CH:8]=[C:7]([C:15]([F:18])([F:17])[F:16])[CH:6]=1.[CH:21]1([SH:26])[CH2:25][CH2:24][CH2:23][CH2:22]1.[NH2:27][C:28]1[S:29][CH:30]=[CH:31][N:32]=1. The catalyst is C1COCC1. The product is [CH:21]1([S:26][CH:4]([C:5]2[CH:10]=[C:9]([C:11]([F:14])([F:13])[F:12])[CH:8]=[C:7]([C:15]([F:18])([F:17])[F:16])[CH:6]=2)[C:3]([OH:2])=[O:20])[CH2:25][CH2:24][CH2:23][CH2:22]1.[CH:21]1([S:26][CH:4]([C:5]2[CH:6]=[C:7]([C:15]([F:16])([F:18])[F:17])[CH:8]=[C:9]([C:11]([F:13])([F:12])[F:14])[CH:10]=2)[C:3]([NH:27][C:28]2[S:29][CH:30]=[CH:31][N:32]=2)=[O:2])[CH2:25][CH2:24][CH2:23][CH2:22]1. The yield is 0.700. (2) The reactants are [CH2:1]([C:3]1[N:16]([C@@H:17]2[C:25]3[C:20](=[CH:21][C:22]([C:26]4[CH:31]=[CH:30][CH:29]=[CH:28][C:27]=4[C:32]4[N:36](C(C5C=CC=CC=5)(C5C=CC=CC=5)C5C=CC=CC=5)[N:35]=[N:34][N:33]=4)=[CH:23][CH:24]=3)[CH2:19][CH2:18]2)[C:6]2=[N:7][C:8]([CH2:12][CH2:13][O:14][CH3:15])=[CH:9][C:10]([CH3:11])=[C:5]2[N:4]=1)[CH3:2]. The catalyst is CO. The product is [CH2:1]([C:3]1[N:16]([C@@H:17]2[C:25]3[C:20](=[CH:21][C:22]([C:26]4[CH:31]=[CH:30][CH:29]=[CH:28][C:27]=4[C:32]4[NH:36][N:35]=[N:34][N:33]=4)=[CH:23][CH:24]=3)[CH2:19][CH2:18]2)[C:6]2=[N:7][C:8]([CH2:12][CH2:13][O:14][CH3:15])=[CH:9][C:10]([CH3:11])=[C:5]2[N:4]=1)[CH3:2]. The yield is 0.817.